This data is from Peptide-MHC class II binding affinity with 134,281 pairs from IEDB. The task is: Regression. Given a peptide amino acid sequence and an MHC pseudo amino acid sequence, predict their binding affinity value. This is MHC class II binding data. The peptide sequence is LVGPTPVNIIGRDLLTQIGC. The MHC is DRB1_1302 with pseudo-sequence DRB1_1302. The binding affinity (normalized) is 0.374.